This data is from Reaction yield outcomes from USPTO patents with 853,638 reactions. The task is: Predict the reaction yield, written as a fraction of the theoretical maximum amount of product (1.0 means a 100% yield; for example, 0.34 means a 34% yield). (1) The reactants are [C:1]1(=[O:13])[N:5]([CH2:6][CH2:7][CH2:8][C:9]([OH:11])=O)[C:4](=[O:12])[CH:3]=[CH:2]1.[NH:14]([C:16]([O:18][C:19]([CH3:22])([CH3:21])[CH3:20])=[O:17])[NH2:15].C(Cl)CCl. The catalyst is C(Cl)Cl. The product is [O:13]=[C:1]1[CH:2]=[CH:3][C:4](=[O:12])[N:5]1[CH2:6][CH2:7][CH2:8][C:9]([NH:15][NH:14][C:16]([O:18][C:19]([CH3:22])([CH3:21])[CH3:20])=[O:17])=[O:11]. The yield is 0.850. (2) The reactants are C([O:9][C:10]1[C:11]([CH3:17])=[N:12][N:13]([CH3:16])[C:14]=1[CH3:15])(=O)C1C=CC=CC=1.[OH-].[Na+]. The catalyst is C(O)C. The product is [CH3:16][N:13]1[C:14]([CH3:15])=[C:10]([OH:9])[C:11]([CH3:17])=[N:12]1. The yield is 0.780. (3) The reactants are C(OC([N:8]1[CH2:12][CH2:11][CH2:10][C@H:9]1[CH2:13][NH:14][C:15]1[N:20]=[C:19]([C:21](OCC)=[O:22])[C:18]([N+:26]([O-])=O)=[C:17]([NH:29][C:30]2[CH:35]=[CH:34][CH:33]=[CH:32][C:31]=2[O:36][CH3:37])[N:16]=1)=O)(C)(C)C.ClC1N=C([C:45](OCC)=[O:46])C([N+]([O-])=O)=C(NC2C=CC=CC=2OC)N=1.C([N:69]1CCCC1CN)(OC(C)(C)C)=O.C(N(C(C)C)CC)(C)C. The catalyst is CN(C)C=O. The product is [CH3:37][O:36][C:31]1[CH:32]=[CH:33][CH:34]=[CH:35][C:30]=1[N:29]1[C:45](=[O:46])[NH:26][C:18]2[C:17]1=[N:16][C:15]([NH:14][CH2:13][C@@H:9]1[CH2:10][CH2:11][CH2:12][NH:8]1)=[N:20][C:19]=2[C:21]([NH2:69])=[O:22]. The yield is 0.950. (4) The reactants are [OH:1][N:2]=[C:3]([C:6]1[CH:18]=[CH:17][C:9]([O:10][CH2:11][C:12]([O:14][CH2:15][CH3:16])=[O:13])=[CH:8][CH:7]=1)[CH2:4][CH3:5].C(=O)([O-])[O-].[Cs+].[Cs+].[F:25][C:26]([F:36])([F:35])[C:27]1[CH:34]=[CH:33][C:30]([CH2:31]Br)=[CH:29][CH:28]=1. The catalyst is CN(C=O)C. The product is [F:25][C:26]([F:35])([F:36])[C:27]1[CH:34]=[CH:33][C:30]([CH2:31][O:1][N:2]=[C:3]([C:6]2[CH:18]=[CH:17][C:9]([O:10][CH2:11][C:12]([O:14][CH2:15][CH3:16])=[O:13])=[CH:8][CH:7]=2)[CH2:4][CH3:5])=[CH:29][CH:28]=1. The yield is 0.950.